From a dataset of Forward reaction prediction with 1.9M reactions from USPTO patents (1976-2016). Predict the product of the given reaction. (1) Given the reactants [CH3:1][C:2]1[N:3]=[CH:4][NH:5][C:6]=1[CH3:7].[H-].[Na+].[Cl:10][C:11]1[CH:12]=[CH:13][C:14](F)=[C:15]([C:17]([C:19]2[CH:24]=[CH:23][CH:22]=[C:21]([O:25][CH3:26])[C:20]=2[O:27][CH3:28])=[O:18])[CH:16]=1.C(OCC)(=O)C, predict the reaction product. The product is: [Cl:10][C:11]1[CH:12]=[CH:13][C:14]([N:3]2[C:2]([CH3:1])=[C:6]([CH3:7])[N:5]=[CH:4]2)=[C:15]([C:17]([C:19]2[CH:24]=[CH:23][CH:22]=[C:21]([O:25][CH3:26])[C:20]=2[O:27][CH3:28])=[O:18])[CH:16]=1. (2) Given the reactants [CH3:1][C:2]1[C:6]([C:7]([NH:9][N:10]2[CH2:15][CH2:14][CH2:13][CH2:12][CH2:11]2)=[O:8])=[N:5][N:4]([C:16]2[CH:17]=[CH:18][C:19]([Cl:23])=[CH:20][C:21]=2[Cl:22])[C:3]=1[C:24]1[CH:25]=[CH:26][C:27]([Cl:30])=[CH:28][CH:29]=1.[ClH:31], predict the reaction product. The product is: [CH3:1][C:2]1[C:6]([C:7]([NH:9][N:10]2[CH2:11][CH2:12][CH2:13][CH2:14][CH2:15]2)=[O:8])=[N:5][N:4]([C:16]2[CH:17]=[CH:18][C:19]([Cl:23])=[CH:20][C:21]=2[Cl:22])[C:3]=1[C:24]1[CH:25]=[CH:26][C:27]([Cl:30])=[CH:28][CH:29]=1.[ClH:31].